This data is from Full USPTO retrosynthesis dataset with 1.9M reactions from patents (1976-2016). The task is: Predict the reactants needed to synthesize the given product. (1) Given the product [CH:1]1([CH:7]([N:63]2[CH2:62][CH2:61][C:60]([C:56]3[CH:57]=[CH:58][CH:59]=[C:54]([F:53])[CH:55]=3)([CH2:66][CH2:67][N:68]3[C@H:69]4[CH2:75][CH2:74][C@@H:73]3[CH2:72][CH:71]([N:76]3[C:80]5[CH:81]=[CH:82][CH:83]=[CH:84][C:79]=5[N:78]=[C:77]3[CH3:85])[CH2:70]4)[CH2:65][CH2:64]2)[C:8]([O:10][CH2:11][C:12]2[CH:17]=[CH:16][CH:15]=[CH:14][CH:13]=2)=[O:9])[CH2:6][CH2:5][CH2:4][CH2:3][CH2:2]1, predict the reactants needed to synthesize it. The reactants are: [CH:1]1([CH:7](O)[C:8]([O:10][CH2:11][C:12]2[CH:17]=[CH:16][CH:15]=[CH:14][CH:13]=2)=[O:9])[CH2:6][CH2:5][CH2:4][CH2:3][CH2:2]1.FC(F)(F)S(OS(C(F)(F)F)(=O)=O)(=O)=O.N1C(C)=CC=CC=1C.C(N(C(C)C)CC)(C)C.Cl.Cl.[F:53][C:54]1[CH:55]=[C:56]([C:60]2([CH2:66][CH2:67][N:68]3[C@H:73]4[CH2:74][CH2:75][C@@H:69]3[CH2:70][CH:71]([N:76]3[C:80]5[CH:81]=[CH:82][CH:83]=[CH:84][C:79]=5[N:78]=[C:77]3[CH3:85])[CH2:72]4)[CH2:65][CH2:64][NH:63][CH2:62][CH2:61]2)[CH:57]=[CH:58][CH:59]=1. (2) The reactants are: [CH2:1]([N:8]1[CH2:13][CH2:12]C(=O)[CH2:10][CH2:9]1)[C:2]1[CH:7]=[CH:6][CH:5]=[CH:4][CH:3]=1.[CH3:15][C:16]1[CH:22]=[CH:21][CH:20]=[CH:19][C:17]=1[NH2:18].[NH3:23].[OH-].[NH4+].[C:26](O)(=O)[CH3:27]. Given the product [CH2:1]([N:8]1[CH2:13][CH2:12][C:26]([NH:18][C:17]2[CH:19]=[CH:20][CH:21]=[CH:22][C:16]=2[CH3:15])([C:27]#[N:23])[CH2:10][CH2:9]1)[C:2]1[CH:7]=[CH:6][CH:5]=[CH:4][CH:3]=1, predict the reactants needed to synthesize it.